This data is from Catalyst prediction with 721,799 reactions and 888 catalyst types from USPTO. The task is: Predict which catalyst facilitates the given reaction. Reactant: [F:1][C:2]([F:12])([F:11])[C:3]1[CH:8]=[CH:7][C:6]([N+:9]#[C-:10])=[CH:5][CH:4]=1.[C:13]([O:17][C:18]([N:20]1[CH2:25][CH2:24][C:23]2[N:26]([CH3:44])[C:27]([C:37]3[CH:42]=[CH:41][N:40]=[C:39]([NH2:43])[N:38]=3)=[C:28]([CH2:29][C:30]3[CH:35]=[CH:34][CH:33]=[C:32]([NH2:36])[CH:31]=3)[C:22]=2[C:21]1=[O:45])=[O:19])([CH3:16])([CH3:15])[CH3:14].CC([O:50]C)(C)C. Product: [C:13]([O:17][C:18]([N:20]1[CH2:25][CH2:24][C:23]2[N:26]([CH3:44])[C:27]([C:37]3[CH:42]=[CH:41][N:40]=[C:39]([NH2:43])[N:38]=3)=[C:28]([CH2:29][C:30]3[CH:35]=[CH:34][CH:33]=[C:32]([NH:36][C:10]([NH:9][C:6]4[CH:5]=[CH:4][C:3]([C:2]([F:11])([F:12])[F:1])=[CH:8][CH:7]=4)=[O:50])[CH:31]=3)[C:22]=2[C:21]1=[O:45])=[O:19])([CH3:15])([CH3:16])[CH3:14]. The catalyst class is: 2.